Predict the reaction yield, written as a fraction of the theoretical maximum amount of product (1.0 means a 100% yield; for example, 0.34 means a 34% yield). From a dataset of Reaction yield outcomes from USPTO patents with 853,638 reactions. (1) The reactants are [CH3:1][C@@:2]1([CH2:13][O:14][C:15]2[CH:20]=[CH:19][C:18]([N:21]3[CH2:26][CH2:25][S:24][CH2:23][CH2:22]3)=[CH:17][CH:16]=2)[O:6][C:5]2=[N:7][C:8]([N+:10]([O-:12])=[O:11])=[CH:9][N:4]2[CH2:3]1.ClC1C=CC=C(C(OO)=[O:35])C=1. The catalyst is C(Cl)Cl. The product is [CH3:1][C@@:2]1([CH2:13][O:14][C:15]2[CH:16]=[CH:17][C:18]([N:21]3[CH2:26][CH2:25][S:24](=[O:35])[CH2:23][CH2:22]3)=[CH:19][CH:20]=2)[O:6][C:5]2=[N:7][C:8]([N+:10]([O-:12])=[O:11])=[CH:9][N:4]2[CH2:3]1. The yield is 0.670. (2) The reactants are [N+:1]([C:4]1[CH:5]=[C:6]([C:14]2[CH:19]=[CH:18][CH:17]=[CH:16][CH:15]=2)[CH:7]=[C:8]([N+:11]([O-])=O)[C:9]=1[NH2:10])([O-])=O. The catalyst is C(O)C.C1COCC1.[Pd]. The product is [C:6]1([C:14]2[CH:19]=[CH:18][CH:17]=[CH:16][CH:15]=2)[CH:7]=[C:8]([NH2:11])[C:9]([NH2:10])=[C:4]([NH2:1])[CH:5]=1. The yield is 0.810. (3) The reactants are Br[C:2]1[CH:14]=[CH:13][C:12]2[C:11]3[C:6](=[CH:7][C:8]([Br:15])=[CH:9][CH:10]=3)[C:5]([F:17])([F:16])[C:4]=2[CH:3]=1.C([Sn](CCCC)(CCCC)[C:23]([O:25]CC)=[CH2:24])CCC.C1C(=O)N(Br)C(=O)C1.[N:44]1([C:52]([O:54][C:55]([CH3:58])([CH3:57])[CH3:56])=[O:53])[CH2:51][CH2:50][CH2:49][C@H:45]1[C:46]([OH:48])=[O:47].CCN(C(C)C)C(C)C. The catalyst is O1CCOCC1.C(OCC)(=O)C.CC#N.CN(C=O)C.C1C=CC([P]([Pd]([P](C2C=CC=CC=2)(C2C=CC=CC=2)C2C=CC=CC=2)([P](C2C=CC=CC=2)(C2C=CC=CC=2)C2C=CC=CC=2)[P](C2C=CC=CC=2)(C2C=CC=CC=2)C2C=CC=CC=2)(C2C=CC=CC=2)C2C=CC=CC=2)=CC=1.O. The product is [C:55]([O:54][C:52]([N:44]1[CH2:51][CH2:50][CH2:49][CH:45]1[C:46]([O:48][CH2:24][C:23]([C:2]1[CH:14]=[CH:13][C:12]2[C:11]3[C:6](=[CH:7][C:8]([Br:15])=[CH:9][CH:10]=3)[C:5]([F:17])([F:16])[C:4]=2[CH:3]=1)=[O:25])=[O:47])=[O:53])([CH3:58])([CH3:57])[CH3:56]. The yield is 0.340. (4) The reactants are Cl[C:2]1[C:11]2[C:6](=[CH:7][C:8]([CH3:12])=[CH:9][CH:10]=2)[N:5]=[C:4]([C:13]2[CH:18]=[CH:17][CH:16]=[CH:15][C:14]=2[OH:19])[N:3]=1.Cl.[NH:21]1[CH2:26][CH2:25][CH2:24][CH:23]([CH2:27][NH:28][C:29](=[O:38])[O:30][CH2:31][C:32]2[CH:37]=[CH:36][CH:35]=[CH:34][CH:33]=2)[CH2:22]1.C(N(CC)CC)C. The catalyst is C(Cl)Cl. The product is [CH2:31]([O:30][C:29](=[O:38])[NH:28][CH2:27][CH:23]1[CH2:24][CH2:25][CH2:26][N:21]([C:2]2[C:11]3[C:6](=[CH:7][C:8]([CH3:12])=[CH:9][CH:10]=3)[N:5]=[C:4]([C:13]3[CH:18]=[CH:17][CH:16]=[CH:15][C:14]=3[OH:19])[N:3]=2)[CH2:22]1)[C:32]1[CH:37]=[CH:36][CH:35]=[CH:34][CH:33]=1. The yield is 0.660. (5) The reactants are CCCCCC.[H-].[Na+].[CH2:9]([C:13]1[NH:14][CH:15]=[CH:16][N:17]=1)[CH2:10][CH2:11][CH3:12].[CH3:18][Si:19]([CH3:26])([CH3:25])[CH2:20][CH2:21]OCCl.CN(C)[CH:29]=[O:30]. No catalyst specified. The product is [CH2:9]([C:13]1[NH:14][CH:15]=[C:16]([CH2:29][O:30][CH:20]([Si:19]([CH3:18])([CH3:25])[CH3:26])[CH3:21])[N:17]=1)[CH2:10][CH2:11][CH3:12]. The yield is 0.960. (6) The reactants are [S:1]1[CH:5]=[CH:4][C:3]([N:6]2[C:14]3[C:9](=[CH:10][CH:11]=[CH:12][CH:13]=3)[C:8](=O)[C:7]2=[O:16])=[CH:2]1.[F:17][C:18]([F:27])([F:26])[C:19]1[CH:20]=[C:21]([CH:23]=[CH:24][CH:25]=1)[NH2:22]. No catalyst specified. The product is [S:1]1[CH:5]=[CH:4][C:3]([N:6]2[C:14]3[C:9](=[CH:10][CH:11]=[CH:12][CH:13]=3)[C:8](=[N:22][C:21]3[CH:23]=[CH:24][CH:25]=[C:19]([C:18]([F:17])([F:26])[F:27])[CH:20]=3)[C:7]2=[O:16])=[CH:2]1. The yield is 0.220. (7) The reactants are [C:1]([O:5][C:6](=[O:21])[NH:7][C@@H:8]([C:10]1[CH:19]=[CH:18][C:17]2[C:12](=[CH:13][C:14](Br)=[CH:15][CH:16]=2)[N:11]=1)[CH3:9])([CH3:4])([CH3:3])[CH3:2].[CH3:22][O:23][C:24]([C:26]1([CH:32]=[CH2:33])[CH2:31][CH2:30][CH2:29][CH2:28][O:27]1)=[O:25].C1(C)C=CC=CC=1P(C1C=CC=CC=1C)C1C=CC=CC=1C.C1(CNCC2CCCCC2)CCCCC1. The catalyst is C(#N)C.C1C=CC(/C=C/C(/C=C/C2C=CC=CC=2)=O)=CC=1.C1C=CC(/C=C/C(/C=C/C2C=CC=CC=2)=O)=CC=1.C1C=CC(/C=C/C(/C=C/C2C=CC=CC=2)=O)=CC=1.[Pd].[Pd]. The product is [CH3:22][O:23][C:24]([C:26]1(/[CH:32]=[CH:33]/[C:14]2[CH:13]=[C:12]3[C:17]([CH:18]=[CH:19][C:10]([C@H:8]([NH:7][C:6]([O:5][C:1]([CH3:4])([CH3:3])[CH3:2])=[O:21])[CH3:9])=[N:11]3)=[CH:16][CH:15]=2)[CH2:31][CH2:30][CH2:29][CH2:28][O:27]1)=[O:25]. The yield is 0.210. (8) The reactants are [CH3:1][O:2][C:3]([C:5]1[S:6][C:7]([C:17]2[CH:22]=[CH:21][CH:20]=[CH:19][CH:18]=2)=[CH:8][C:9]=1[NH:10][CH:11]1[CH2:16][CH2:15][S:14][CH2:13][CH2:12]1)=[O:4].[CH3:23][CH:24]1[CH2:29][CH2:28][CH:27]([C:30](Cl)=[O:31])[CH2:26][CH2:25]1. No catalyst specified. The product is [CH3:1][O:2][C:3]([C:5]1[S:6][C:7]([C:17]2[CH:22]=[CH:21][CH:20]=[CH:19][CH:18]=2)=[CH:8][C:9]=1[N:10]([C:30]([C@H:27]1[CH2:28][CH2:29][C@H:24]([CH3:23])[CH2:25][CH2:26]1)=[O:31])[CH:11]1[CH2:12][CH2:13][S:14][CH2:15][CH2:16]1)=[O:4]. The yield is 0.757. (9) The reactants are [CH3:1][N:2]1[C:7](=[O:8])[N:6]2[CH:9]=[N:10][C:11]([C:12]([NH:14][CH2:15][C:16](=[O:23])[C:17]3[CH:22]=[CH:21][CH:20]=[CH:19][CH:18]=3)=O)=[C:5]2[N:4]=[N:3]1.P(Cl)(Cl)(Cl)=O. No catalyst specified. The product is [CH3:1][N:2]1[C:7](=[O:8])[N:6]2[CH:9]=[N:10][C:11]([C:12]3[O:23][C:16]([C:17]4[CH:18]=[CH:19][CH:20]=[CH:21][CH:22]=4)=[CH:15][N:14]=3)=[C:5]2[N:4]=[N:3]1. The yield is 0.320.